Task: Regression. Given two drug SMILES strings and cell line genomic features, predict the synergy score measuring deviation from expected non-interaction effect.. Dataset: NCI-60 drug combinations with 297,098 pairs across 59 cell lines (1) Drug 1: CC12CCC3C(C1CCC2=O)CC(=C)C4=CC(=O)C=CC34C. Drug 2: C1=CC=C(C(=C1)C(C2=CC=C(C=C2)Cl)C(Cl)Cl)Cl. Cell line: HT29. Synergy scores: CSS=33.2, Synergy_ZIP=5.05, Synergy_Bliss=7.54, Synergy_Loewe=-7.51, Synergy_HSA=7.43. (2) Drug 1: C(=O)(N)NO. Drug 2: C#CCC(CC1=CN=C2C(=N1)C(=NC(=N2)N)N)C3=CC=C(C=C3)C(=O)NC(CCC(=O)O)C(=O)O. Cell line: MDA-MB-231. Synergy scores: CSS=-0.581, Synergy_ZIP=-1.11, Synergy_Bliss=-1.29, Synergy_Loewe=-3.29, Synergy_HSA=-3.22. (3) Drug 2: CC1C(C(CC(O1)OC2CC(CC3=C2C(=C4C(=C3O)C(=O)C5=C(C4=O)C(=CC=C5)OC)O)(C(=O)CO)O)N)O.Cl. Drug 1: CCC1(CC2CC(C3=C(CCN(C2)C1)C4=CC=CC=C4N3)(C5=C(C=C6C(=C5)C78CCN9C7C(C=CC9)(C(C(C8N6C)(C(=O)OC)O)OC(=O)C)CC)OC)C(=O)OC)O.OS(=O)(=O)O. Cell line: HCC-2998. Synergy scores: CSS=46.8, Synergy_ZIP=-2.81, Synergy_Bliss=-2.15, Synergy_Loewe=-1.69, Synergy_HSA=0.433. (4) Drug 1: CC1=C(N=C(N=C1N)C(CC(=O)N)NCC(C(=O)N)N)C(=O)NC(C(C2=CN=CN2)OC3C(C(C(C(O3)CO)O)O)OC4C(C(C(C(O4)CO)O)OC(=O)N)O)C(=O)NC(C)C(C(C)C(=O)NC(C(C)O)C(=O)NCCC5=NC(=CS5)C6=NC(=CS6)C(=O)NCCC[S+](C)C)O. Drug 2: C(CCl)NC(=O)N(CCCl)N=O. Cell line: MCF7. Synergy scores: CSS=5.83, Synergy_ZIP=0.120, Synergy_Bliss=1.66, Synergy_Loewe=-1.51, Synergy_HSA=1.92. (5) Drug 1: C1=CC(=C2C(=C1NCCNCCO)C(=O)C3=C(C=CC(=C3C2=O)O)O)NCCNCCO. Drug 2: CN(C)N=NC1=C(NC=N1)C(=O)N. Cell line: MALME-3M. Synergy scores: CSS=23.2, Synergy_ZIP=-1.07, Synergy_Bliss=3.04, Synergy_Loewe=-17.0, Synergy_HSA=0.894. (6) Drug 1: CC1CCC2CC(C(=CC=CC=CC(CC(C(=O)C(C(C(=CC(C(=O)CC(OC(=O)C3CCCCN3C(=O)C(=O)C1(O2)O)C(C)CC4CCC(C(C4)OC)OCCO)C)C)O)OC)C)C)C)OC. Drug 2: C(CCl)NC(=O)N(CCCl)N=O. Cell line: SF-295. Synergy scores: CSS=6.09, Synergy_ZIP=-7.18, Synergy_Bliss=0.411, Synergy_Loewe=-32.4, Synergy_HSA=-2.36. (7) Cell line: NCI-H226. Drug 2: CN1C2=C(C=C(C=C2)N(CCCl)CCCl)N=C1CCCC(=O)O.Cl. Drug 1: CC(C1=C(C=CC(=C1Cl)F)Cl)OC2=C(N=CC(=C2)C3=CN(N=C3)C4CCNCC4)N. Synergy scores: CSS=8.34, Synergy_ZIP=-2.34, Synergy_Bliss=-1.74, Synergy_Loewe=-6.69, Synergy_HSA=-2.30. (8) Drug 1: CC1=CC2C(CCC3(C2CCC3(C(=O)C)OC(=O)C)C)C4(C1=CC(=O)CC4)C. Drug 2: CN1C2=C(C=C(C=C2)N(CCCl)CCCl)N=C1CCCC(=O)O.Cl. Cell line: HCT116. Synergy scores: CSS=4.37, Synergy_ZIP=-0.222, Synergy_Bliss=4.40, Synergy_Loewe=1.97, Synergy_HSA=2.20. (9) Drug 1: CCC(=C(C1=CC=CC=C1)C2=CC=C(C=C2)OCCN(C)C)C3=CC=CC=C3.C(C(=O)O)C(CC(=O)O)(C(=O)O)O. Drug 2: CC1=C(C(=O)C2=C(C1=O)N3CC4C(C3(C2COC(=O)N)OC)N4)N. Cell line: MDA-MB-231. Synergy scores: CSS=11.2, Synergy_ZIP=-2.76, Synergy_Bliss=1.42, Synergy_Loewe=-19.8, Synergy_HSA=-0.713.